From a dataset of Reaction yield outcomes from USPTO patents with 853,638 reactions. Predict the reaction yield, written as a fraction of the theoretical maximum amount of product (1.0 means a 100% yield; for example, 0.34 means a 34% yield). (1) The reactants are [C:1]12([CH:9](O)[CH:8]3[CH2:11][CH:5]1[CH2:6][CH2:7]3)[CH2:4][CH2:3][CH2:2]2.[C-]#[N:13].[Na+].[C:15]([OH:18])(=O)C.S(=O)(=O)(O)O.[OH-].[Na+]. The catalyst is O.C(Cl)(Cl)Cl. The product is [CH2:2]1[CH:9]2[C:1]([NH:13][CH:15]=[O:18])([CH:5]3[CH2:11][CH:8]2[CH2:7][CH2:6]3)[CH2:4][CH2:3]1. The yield is 0.740. (2) The reactants are [Cl:1][C:2]1[CH:3]=[CH:4][C:5]2[N:6]([C:8]([NH2:11])=[CH:9][N:10]=2)[N:7]=1.C(N(CC)CC)C.[C:19](Cl)(=[O:21])[CH3:20]. The catalyst is C(Cl)Cl. The product is [Cl:1][C:2]1[CH:3]=[CH:4][C:5]2[N:6]([C:8]([NH:11][C:19](=[O:21])[CH3:20])=[CH:9][N:10]=2)[N:7]=1. The yield is 0.950. (3) The reactants are C1(P(N=[N+]=[N-])(C2C=CC=CC=2)=[O:8])C=CC=CC=1.[Cl:18][C:19]1[CH:34]=[CH:33][C:22]([CH2:23][CH:24]([C:29]([O:31][CH3:32])=[O:30])[CH2:25]C(O)=O)=[CH:21][CH:20]=1.C([N:37]([CH2:40]C)CC)C.[CH3:42][C:43]([OH:46])([CH3:45])[CH3:44]. No catalyst specified. The product is [C:43]([O:46][C:40]([NH:37][CH2:25][CH:24]([CH2:23][C:22]1[CH:21]=[CH:20][C:19]([Cl:18])=[CH:34][CH:33]=1)[C:29]([O:31][CH3:32])=[O:30])=[O:8])([CH3:45])([CH3:44])[CH3:42]. The yield is 0.310.